From a dataset of M1 muscarinic receptor agonist screen with 61,833 compounds. Binary Classification. Given a drug SMILES string, predict its activity (active/inactive) in a high-throughput screening assay against a specified biological target. (1) The drug is S(CC(=O)Nc1cc(ccc1)C(F)(F)F)c1[nH]nc(c(=O)n1)C. The result is 0 (inactive). (2) The compound is S=P(Oc1ccccc1)(Nn1cnnc1)C. The result is 0 (inactive). (3) The molecule is S(CC(=O)c1c(n(CC2OCCC2)c(c1)C)C)c1n(c(=O)c2c(c(sc2n1)C)C)CC=C. The result is 0 (inactive). (4) The molecule is s1c(NC(=O)CCC(=O)Nc2c(OC)ccc(OC)c2)nnc1C(F)(F)F. The result is 0 (inactive).